From a dataset of Peptide-MHC class II binding affinity with 134,281 pairs from IEDB. Regression. Given a peptide amino acid sequence and an MHC pseudo amino acid sequence, predict their binding affinity value. This is MHC class II binding data. (1) The peptide sequence is ATISATPESATPFPH. The MHC is HLA-DPA10201-DPB10101 with pseudo-sequence HLA-DPA10201-DPB10101. The binding affinity (normalized) is 0. (2) The peptide sequence is LMFLQNLKLGDDQYV. The MHC is DRB1_1501 with pseudo-sequence DRB1_1501. The binding affinity (normalized) is 0.573. (3) The peptide sequence is MSYNLLGFLQRSSNF. The MHC is DRB5_0101 with pseudo-sequence DRB5_0101. The binding affinity (normalized) is 0.393. (4) The MHC is DRB1_0701 with pseudo-sequence DRB1_0701. The binding affinity (normalized) is 0.745. The peptide sequence is LLTWIKMLAAKNLPI. (5) The peptide sequence is TTAAGAASGAATVAA. The MHC is DRB1_0901 with pseudo-sequence DRB1_0901. The binding affinity (normalized) is 0.